Dataset: Reaction yield outcomes from USPTO patents with 853,638 reactions. Task: Predict the reaction yield, written as a fraction of the theoretical maximum amount of product (1.0 means a 100% yield; for example, 0.34 means a 34% yield). (1) The reactants are [CH3:1][C:2]1[CH:7]=[CH:6][N:5]=[C:4]([NH:8][C:9]([NH2:11])=[S:10])[CH:3]=1.Br[CH2:13][C:14]([C:16]1[O:20][N:19]=[C:18]([C:21]2[CH:26]=[CH:25][C:24]([Cl:27])=[CH:23][CH:22]=2)[CH:17]=1)=O. No catalyst specified. The product is [Cl:27][C:24]1[CH:23]=[CH:22][C:21]([C:18]2[CH:17]=[C:16]([C:14]3[N:11]=[C:9]([NH:8][C:4]4[CH:3]=[C:2]([CH3:1])[CH:7]=[CH:6][N:5]=4)[S:10][CH:13]=3)[O:20][N:19]=2)=[CH:26][CH:25]=1. The yield is 0.570. (2) The reactants are C[O:2][C:3](=[O:22])[C:4]1[CH:9]=[C:8]([CH2:10][C:11]2[CH:16]=[CH:15][CH:14]=[C:13]([Cl:17])[C:12]=2[F:18])[C:7]([O:19][CH3:20])=[CH:6][C:5]=1[F:21].[OH-].[Na+].O.Cl. The catalyst is CN1CCCC1=O. The product is [Cl:17][C:13]1[C:12]([F:18])=[C:11]([CH:16]=[CH:15][CH:14]=1)[CH2:10][C:8]1[C:7]([O:19][CH3:20])=[CH:6][C:5]([F:21])=[C:4]([CH:9]=1)[C:3]([OH:22])=[O:2]. The yield is 0.934. (3) The reactants are [C:1]1([N:7]2[C:12](=[O:13])[C:11]3[S:14][CH:15]=[C:16]([C:17]4[CH:22]=[CH:21][CH:20]=[CH:19][CH:18]=4)[C:10]=3[N:9]=[CH:8]2)[CH:6]=[CH:5][CH:4]=[CH:3][CH:2]=1.NC1C(C2C=CC(OC)=CC=2)=CSC=1C([O:39][CH3:40])=O.C(OCC)(OCC)OCC.[Cl:51]C1C=CC(N)=CC=1. The catalyst is C(O)(=O)C. The product is [Cl:51][C:4]1[CH:5]=[CH:6][C:1]([N:7]2[C:12](=[O:13])[C:11]3[S:14][CH:15]=[C:16]([C:17]4[CH:18]=[CH:19][C:20]([O:39][CH3:40])=[CH:21][CH:22]=4)[C:10]=3[N:9]=[CH:8]2)=[CH:2][CH:3]=1. The yield is 0.869. (4) The reactants are Br[C:2]1[CH:3]=[CH:4][C:5]([N:8]2[CH2:14][CH2:13][CH2:12][N:11]([C:15]3[CH:20]=[CH:19][C:18](Br)=[CH:17][N:16]=3)[CH2:10][CH2:9]2)=[N:6][CH:7]=1.[CH3:22][C:23]1[CH:28]=[CH:27][C:26](B(O)O)=[CH:25][CH:24]=1. No catalyst specified. The product is [CH3:22][C:23]1[CH:28]=[CH:27][C:26]([C:2]2[CH:3]=[CH:4][C:5]([N:8]3[CH2:14][CH2:13][CH2:12][N:11]([C:15]4[CH:20]=[CH:19][C:18]([C:26]5[CH:27]=[CH:28][C:23]([CH3:22])=[CH:24][CH:25]=5)=[CH:17][N:16]=4)[CH2:10][CH2:9]3)=[N:6][CH:7]=2)=[CH:25][CH:24]=1. The yield is 0.420.